From a dataset of Peptide-MHC class II binding affinity with 134,281 pairs from IEDB. Regression. Given a peptide amino acid sequence and an MHC pseudo amino acid sequence, predict their binding affinity value. This is MHC class II binding data. (1) The peptide sequence is RIEEVTRMAMTDTTP. The MHC is HLA-DQA10201-DQB10402 with pseudo-sequence HLA-DQA10201-DQB10402. The binding affinity (normalized) is 0.444. (2) The peptide sequence is AVPWYAVAFNAIVAA. The MHC is HLA-DQA10301-DQB10302 with pseudo-sequence HLA-DQA10301-DQB10302. The binding affinity (normalized) is 0.276. (3) The peptide sequence is IKRGLFFLRLSANLFESQVSS. The MHC is DRB1_0101 with pseudo-sequence DRB1_0101. The binding affinity (normalized) is 0.610. (4) The peptide sequence is VGLVVQIDHVRMSTK. The MHC is DRB1_1302 with pseudo-sequence DRB1_1302. The binding affinity (normalized) is 0.419. (5) The peptide sequence is LQEIPTMLKKGMTTV. The MHC is HLA-DQA10601-DQB10402 with pseudo-sequence HLA-DQA10601-DQB10402. The binding affinity (normalized) is 0.251. (6) The peptide sequence is ISFCNANPGLMKDVA. The MHC is DRB1_1101 with pseudo-sequence DRB1_1101. The binding affinity (normalized) is 0.404. (7) The peptide sequence is LPPWFPPMVEGAAAEGDDG. The MHC is DRB1_0701 with pseudo-sequence DRB1_0701. The binding affinity (normalized) is 0. (8) The peptide sequence is MELQIVDKIDAAFKI. The MHC is DRB1_0701 with pseudo-sequence DRB1_0701. The binding affinity (normalized) is 0.805. (9) The peptide sequence is GPLLVLQAGFFLLTR. The MHC is HLA-DPA10103-DPB10401 with pseudo-sequence HLA-DPA10103-DPB10401. The binding affinity (normalized) is 0.846.